The task is: Predict the product of the given reaction.. This data is from Forward reaction prediction with 1.9M reactions from USPTO patents (1976-2016). (1) Given the reactants [CH:1]1([N:5]2[CH:14]=[CH:13][C:12]3[C:7](=[CH:8][CH:9]=[CH:10][C:11]=3[N+:15]([O-])=O)[C:6]2=[O:18])[CH2:4][CH2:3][CH2:2]1.C(O)C.O.[Cl-].[NH4+], predict the reaction product. The product is: [NH2:15][C:11]1[CH:10]=[CH:9][CH:8]=[C:7]2[C:12]=1[CH:13]=[CH:14][N:5]([CH:1]1[CH2:4][CH2:3][CH2:2]1)[C:6]2=[O:18]. (2) Given the reactants N1C=CC=CC=1.[Br:7][C:8]1[CH:13]=[CH:12][N:11]=[C:10]([NH2:14])[CH:9]=1.[C:15](Cl)(=[O:18])[CH2:16][CH3:17].O, predict the reaction product. The product is: [Br:7][C:8]1[CH:13]=[CH:12][N:11]=[C:10]([NH:14][C:15](=[O:18])[CH2:16][CH3:17])[CH:9]=1. (3) Given the reactants [C:1]12([C:11]3[CH:21]=[CH:20][C:14]([O:15][CH2:16][C:17](O)=[O:18])=[C:13]([CH3:22])[CH:12]=3)[CH2:10][CH:5]3[CH2:6][CH:7]([CH2:9][CH:3]([CH2:4]3)[CH2:2]1)[CH2:8]2.[CH3:23][N:24]([CH3:28])[CH2:25][CH2:26][NH2:27], predict the reaction product. The product is: [C:1]12([C:11]3[CH:21]=[CH:20][C:14]([O:15][CH2:16][C:17]([NH:27][CH2:26][CH2:25][N:24]([CH3:28])[CH3:23])=[O:18])=[C:13]([CH3:22])[CH:12]=3)[CH2:10][CH:5]3[CH2:4][CH:3]([CH2:9][CH:7]([CH2:6]3)[CH2:8]1)[CH2:2]2. (4) Given the reactants F[C:2]1[C:7]2[C:8](=[N:11]O)[CH2:9][O:10][C:6]=2[CH:5]=[CH:4][CH:3]=1.FC1C2C(=O)COC=2C=CC=1, predict the reaction product. The product is: [O:10]1[C:6]2[CH:5]=[CH:4][CH:3]=[CH:2][C:7]=2[CH:8]([NH2:11])[CH2:9]1.